Dataset: Peptide-MHC class I binding affinity with 185,985 pairs from IEDB/IMGT. Task: Regression. Given a peptide amino acid sequence and an MHC pseudo amino acid sequence, predict their binding affinity value. This is MHC class I binding data. The peptide sequence is TARPKRWLL. The binding affinity (normalized) is 0. The MHC is HLA-A02:03 with pseudo-sequence HLA-A02:03.